Dataset: Full USPTO retrosynthesis dataset with 1.9M reactions from patents (1976-2016). Task: Predict the reactants needed to synthesize the given product. (1) Given the product [F:29][C:30]([F:43])([F:42])[S:31]([NH:1][CH2:2][C:3]1[C:12]2[C:7](=[CH:8][C:9]([O:15][CH3:16])=[C:10]([O:13][CH3:14])[CH:11]=2)[C:6]([C:17](=[O:18])[C:19]2[CH:24]=[C:23]([O:25][CH3:26])[CH:22]=[CH:21][C:20]=2[F:27])=[N:5][CH:4]=1)(=[O:33])=[O:32], predict the reactants needed to synthesize it. The reactants are: [NH2:1][CH2:2][C:3]1[C:12]2[C:7](=[CH:8][C:9]([O:15][CH3:16])=[C:10]([O:13][CH3:14])[CH:11]=2)[C:6]([C:17]([C:19]2[CH:24]=[C:23]([O:25][CH3:26])[CH:22]=[CH:21][C:20]=2[F:27])=[O:18])=[N:5][CH:4]=1.Cl.[F:29][C:30]([F:43])([F:42])[S:31](O[S:31]([C:30]([F:43])([F:42])[F:29])(=[O:33])=[O:32])(=[O:33])=[O:32].C(N(CC)C(C)C)(C)C. (2) Given the product [CH2:7]([C:9]1[CH:18]=[C:17]([CH2:19][CH3:20])[CH:16]=[CH:15][C:10]=1[CH2:11][OH:12])[CH3:8], predict the reactants needed to synthesize it. The reactants are: [H-].[Al+3].[Li+].[H-].[H-].[H-].[CH2:7]([C:9]1[CH:18]=[C:17]([CH2:19][CH3:20])[CH:16]=[CH:15][C:10]=1[C:11](OC)=[O:12])[CH3:8]. (3) Given the product [CH:10]1([CH2:13][CH2:14][O:15][C:16]2[CH:21]=[CH:20][N:19]([C:22]3[S:23][C:24]([C:28]([NH:7][CH2:6][C:5]4[CH:8]=[CH:9][C:2]([F:1])=[CH:3][CH:4]=4)=[O:29])=[C:25]([CH3:27])[N:26]=3)[C:18](=[O:31])[CH:17]=2)[CH2:12][CH2:11]1, predict the reactants needed to synthesize it. The reactants are: [F:1][C:2]1[CH:9]=[CH:8][C:5]([CH2:6][NH2:7])=[CH:4][CH:3]=1.[CH:10]1([CH2:13][CH2:14][O:15][C:16]2[CH:21]=[CH:20][N:19]([C:22]3[S:23][C:24]([C:28](O)=[O:29])=[C:25]([CH3:27])[N:26]=3)[C:18](=[O:31])[CH:17]=2)[CH2:12][CH2:11]1. (4) Given the product [OH:8][N:9]1[C:15](=[O:16])[N:14]2[CH2:17][C@H:10]1[CH2:11][CH2:12][C@H:13]2[C:18]1[S:22][C:21]([CH2:23][NH:24][C:25](=[O:31])[O:26][C:27]([CH3:29])([CH3:28])[CH3:30])=[N:20][N:19]=1, predict the reactants needed to synthesize it. The reactants are: C([O:8][N:9]1[C:15](=[O:16])[N:14]2[CH2:17][C@H:10]1[CH2:11][CH2:12][C@H:13]2[C:18]1[S:22][C:21]([CH2:23][NH:24][C:25](=[O:31])[O:26][C:27]([CH3:30])([CH3:29])[CH3:28])=[N:20][N:19]=1)C1C=CC=CC=1. (5) Given the product [CH:18]1([C:16]([C:15]2[O:1][C:2]3[CH:7]=[CH:6][C:5]([N+:8]([O-:10])=[O:9])=[CH:4][C:3]=3[C:11]=2[CH3:12])=[O:17])[CH2:23][CH2:22][CH2:21][CH2:20][CH2:19]1, predict the reactants needed to synthesize it. The reactants are: [OH:1][C:2]1[CH:7]=[CH:6][C:5]([N+:8]([O-:10])=[O:9])=[CH:4][C:3]=1[C:11](=O)[CH3:12].Br[CH2:15][C:16]([CH:18]1[CH2:23][CH2:22][CH2:21][CH2:20][CH2:19]1)=[O:17].C(=O)([O-])[O-].[K+].[K+].Cl. (6) Given the product [O:23]1[CH2:22][CH2:9][CH:10]([CH2:18][C:13]2[CH:12]=[C:11]3[C:16](=[C:15]([Cl:17])[CH:14]=2)[NH:8][CH:9]=[CH:10]3)[CH2:11][CH2:12]1.[O:19]1[CH:18]=[N:20][S:24][C:22]1=[O:23], predict the reactants needed to synthesize it. The reactants are: O1CCC(C[N:8]2[C:16]3[C:11](=[CH:12][CH:13]=[CH:14][C:15]=3[Cl:17])[C:10]([C:18]([NH2:20])=[O:19])=[CH:9]2)CC1.Cl[C:22]([S:24]Cl)=[O:23].